From a dataset of Reaction yield outcomes from USPTO patents with 853,638 reactions. Predict the reaction yield, written as a fraction of the theoretical maximum amount of product (1.0 means a 100% yield; for example, 0.34 means a 34% yield). (1) The reactants are COC1C=C(OC)C=CC=1C[N:6]([C:31]1[CH:36]=[CH:35][N:34]=[CH:33][N:32]=1)[S:7]([C:10]1[CH:15]=[C:14]([F:16])[C:13]([O:17][C@H:18]2[CH2:23][CH2:22][CH2:21][CH2:20][C@@H:19]2[C:24]2[CH:25]=[N:26][CH:27]=[CH:28][CH:29]=2)=[CH:12][C:11]=1[F:30])(=[O:9])=[O:8].C([SiH](CC)CC)C.FC(F)(F)C(O)=O. The catalyst is ClCCl. The product is [F:30][C:11]1[CH:12]=[C:13]([O:17][C@H:18]2[CH2:23][CH2:22][CH2:21][CH2:20][C@@H:19]2[C:24]2[CH:25]=[N:26][CH:27]=[CH:28][CH:29]=2)[C:14]([F:16])=[CH:15][C:10]=1[S:7]([NH:6][C:31]1[CH:36]=[CH:35][N:34]=[CH:33][N:32]=1)(=[O:8])=[O:9]. The yield is 0.920. (2) The reactants are [C:9](O[C:9]([O:11][C:12]([CH3:15])([CH3:14])[CH3:13])=[O:10])([O:11][C:12]([CH3:15])([CH3:14])[CH3:13])=[O:10].C(N(CC)CC)C.Cl.[NH2:24][C@@H:25]([CH2:30][C:31]1[CH:36]=[CH:35][CH:34]=[CH:33][CH:32]=1)[C:26](=[O:29])[CH2:27][Cl:28].[Cl-].[Na+]. The catalyst is C(Cl)Cl.O. The product is [C:12]([O:11][C:9]([NH:24][C@@H:25]([CH2:30][C:31]1[CH:36]=[CH:35][CH:34]=[CH:33][CH:32]=1)[C:26](=[O:29])[CH2:27][Cl:28])=[O:10])([CH3:13])([CH3:14])[CH3:15]. The yield is 0.850.